Task: Predict the reactants needed to synthesize the given product.. Dataset: Full USPTO retrosynthesis dataset with 1.9M reactions from patents (1976-2016) (1) Given the product [C:12]1([CH:8]([NH:7][C:6](=[O:18])[O:5][C:1]([CH3:4])([CH3:3])[CH3:2])[CH2:9][C:10]#[CH:21])[CH:17]=[CH:16][CH:15]=[CH:14][CH:13]=1, predict the reactants needed to synthesize it. The reactants are: [C:1]([O:5][C:6](=[O:18])[NH:7][CH:8]([C:12]1[CH:17]=[CH:16][CH:15]=[CH:14][CH:13]=1)[CH2:9][CH:10]=O)([CH3:4])([CH3:3])[CH3:2].[N+](=[C:21](P(=O)(OC)OC)C(=O)C)=[N-].C(=O)([O-])[O-].[K+].[K+]. (2) Given the product [OH:8][C:7]([C:6]1[C:2]([CH3:1])=[N:3][N:4]([C:16]2[CH:17]=[CH:18][C:19]([C:20]#[N:21])=[CH:22][CH:23]=2)[C:5]=1[CH3:15])([C:9]1[CH:10]=[CH:11][CH:12]=[CH:13][CH:14]=1)[CH3:24], predict the reactants needed to synthesize it. The reactants are: [CH3:1][C:2]1[C:6]([C:7]([C:9]2[CH:14]=[CH:13][CH:12]=[CH:11][CH:10]=2)=[O:8])=[C:5]([CH3:15])[N:4]([C:16]2[CH:23]=[CH:22][C:19]([C:20]#[N:21])=[CH:18][CH:17]=2)[N:3]=1.[CH3:24][Mg]Br. (3) The reactants are: Cl[C:2]1[CH:11]=[C:10]([C:12]2[CH:17]=[CH:16][CH:15]=[CH:14][C:13]=2[CH3:18])[C:5]([C:6]([NH:8][CH3:9])=[O:7])=[CH:4][N:3]=1.[CH3:19][N:20]1[CH2:25][CH2:24][NH:23][CH2:22][CH2:21]1. Given the product [CH3:9][NH:8][C:6](=[O:7])[C:5]1[C:10]([C:12]2[CH:17]=[CH:16][CH:15]=[CH:14][C:13]=2[CH3:18])=[CH:11][C:2]([N:23]2[CH2:24][CH2:25][N:20]([CH3:19])[CH2:21][CH2:22]2)=[N:3][CH:4]=1, predict the reactants needed to synthesize it. (4) Given the product [Cl:21][C:22]1[CH:29]=[C:28]([N:30]2[CH:6]([CH:1]3[CH2:5][CH2:4][CH2:3][CH2:2]3)[CH2:7][C:8]([C:10]3[CH:18]=[CH:17][C:13]([C:14]([OH:16])=[O:15])=[C:12]([O:19][CH3:20])[N:11]=3)=[N:31]2)[CH:27]=[CH:26][C:23]=1[C:24]#[N:25], predict the reactants needed to synthesize it. The reactants are: [CH:1]1([CH:6]=[CH:7][C:8]([C:10]2[CH:18]=[CH:17][C:13]([C:14]([O-:16])=[O:15])=[C:12]([O:19][CH3:20])[N:11]=2)=O)[CH2:5][CH2:4][CH2:3][CH2:2]1.[Cl:21][C:22]1[CH:29]=[C:28]([NH:30][NH2:31])[CH:27]=[CH:26][C:23]=1[C:24]#[N:25]. (5) Given the product [ClH:41].[F:40][CH:2]([F:1])[C:3]1[CH:4]=[C:5]([CH:29]=[CH:30][C:31]=1[CH2:32][N:33]1[CH2:38][CH2:37][N:36]([CH3:39])[CH2:35][CH2:34]1)[C:6]([NH:8][C:9]1[CH:14]=[CH:13][C:12]([CH3:15])=[C:11]([NH:16][C:17]2[N:22]=[C:21]([C:23]3[CH:28]=[N:27][CH:26]=[N:25][CH:24]=3)[CH:20]=[CH:19][N:18]=2)[CH:10]=1)=[O:7], predict the reactants needed to synthesize it. The reactants are: [F:1][CH:2]([F:40])[C:3]1[CH:4]=[C:5]([CH:29]=[CH:30][C:31]=1[CH2:32][N:33]1[CH2:38][CH2:37][N:36]([CH3:39])[CH2:35][CH2:34]1)[C:6]([NH:8][C:9]1[CH:14]=[CH:13][C:12]([CH3:15])=[C:11]([NH:16][C:17]2[N:22]=[C:21]([C:23]3[CH:24]=[N:25][CH:26]=[N:27][CH:28]=3)[CH:20]=[CH:19][N:18]=2)[CH:10]=1)=[O:7].[ClH:41]. (6) Given the product [NH2:1][C:4]1[CH:5]=[CH:6][CH:7]=[C:8]2[C:12]=1[NH:11][C:10]([C:13]([O:15][CH2:16][CH3:17])=[O:14])=[CH:9]2, predict the reactants needed to synthesize it. The reactants are: [N+:1]([C:4]1[CH:5]=[CH:6][CH:7]=[C:8]2[C:12]=1[NH:11][C:10]([C:13]([O:15][CH2:16][CH3:17])=[O:14])=[CH:9]2)([O-])=O.S(S([O-])=O)([O-])=O.[Na+].[Na+]. (7) Given the product [Br:1][CH2:12][C:10]([C:8]1[CH:7]=[CH:6][C:5]([F:13])=[C:4]([CH3:3])[CH:9]=1)=[O:11], predict the reactants needed to synthesize it. The reactants are: [Br:1]Br.[CH3:3][C:4]1[CH:9]=[C:8]([C:10]([CH3:12])=[O:11])[CH:7]=[CH:6][C:5]=1[F:13].O. (8) Given the product [Cl:1][C:2]1[CH:3]=[CH:4][C:5]([S:8][C:9]2[O:13][C:12]([C:14]3[CH:19]=[CH:18][C:17]([F:20])=[CH:16][CH:15]=3)=[N:11][C:10]=2[CH2:21][O:22][C:23]2[CH:31]=[CH:30][C:26]([C:27]([NH:35][CH2:33][CH3:34])=[O:29])=[CH:25][CH:24]=2)=[N:6][CH:7]=1, predict the reactants needed to synthesize it. The reactants are: [Cl:1][C:2]1[CH:3]=[CH:4][C:5]([S:8][C:9]2[O:13][C:12]([C:14]3[CH:19]=[CH:18][C:17]([F:20])=[CH:16][CH:15]=3)=[N:11][C:10]=2[CH2:21][O:22][C:23]2[CH:31]=[CH:30][C:26]([C:27]([OH:29])=O)=[CH:25][CH:24]=2)=[N:6][CH:7]=1.Cl.[CH2:33]([NH2:35])[CH3:34].CCN(C(C)C)C(C)C.F[P-](F)(F)(F)(F)F.N1(O[P+](N(C)C)(N(C)C)N(C)C)C2C=CC=CC=2N=N1. (9) Given the product [CH3:27][NH:28][C:19]([C@@H:15]1[CH2:16][C:17](=[O:18])[N:13]([C:10]2[CH:11]=[CH:12][C:7]([O:6][CH2:5][C:4]3[CH:22]=[CH:23][CH:24]=[C:2]([F:1])[CH:3]=3)=[CH:8][CH:9]=2)[CH2:14]1)=[O:20], predict the reactants needed to synthesize it. The reactants are: [F:1][C:2]1[CH:3]=[C:4]([CH:22]=[CH:23][CH:24]=1)[CH2:5][O:6][C:7]1[CH:12]=[CH:11][C:10]([N:13]2[C:17](=[O:18])[CH2:16][C@@H:15]([C:19](O)=[O:20])[CH2:14]2)=[CH:9][CH:8]=1.CN.[CH3:27][N:28](C(ON1N=NC2C=CC=CC1=2)=[N+](C)C)C.F[P-](F)(F)(F)(F)F.